This data is from Forward reaction prediction with 1.9M reactions from USPTO patents (1976-2016). The task is: Predict the product of the given reaction. (1) Given the reactants [Br:1][C:2]1[CH:3]=[C:4]([CH2:9][C:10]([C:12]2[CH:17]=[CH:16][CH:15]=[CH:14][N:13]=2)=O)[CH:5]=[CH:6][C:7]=1[F:8].COC(OC)[N:21]([CH3:23])C.O.[NH2:27]N, predict the reaction product. The product is: [Br:1][C:2]1[CH:3]=[C:4]([C:9]2[C:10]([C:12]3[CH:17]=[CH:16][CH:15]=[CH:14][N:13]=3)=[N:27][NH:21][CH:23]=2)[CH:5]=[CH:6][C:7]=1[F:8]. (2) Given the reactants [F-].C([N+](CCCC)(CCCC)CCCC)CCC.[CH2:19]([C@@:22]1([CH3:55])[CH2:27][C@H:26]([C:28]2[CH:33]=[CH:32][CH:31]=[C:30]([Cl:34])[CH:29]=2)[C@@H:25]([C:35]2[CH:40]=[CH:39][C:38]([Cl:41])=[CH:37][CH:36]=2)[N:24]([CH:42]([CH2:52][CH3:53])[C:43]([O:45][N:46]=[C:47]([CH:49]2[CH2:51][CH2:50]2)[NH2:48])=O)[C:23]1=[O:54])[CH:20]=[CH2:21], predict the reaction product. The product is: [CH2:19]([C@@:22]1([CH3:55])[CH2:27][C@H:26]([C:28]2[CH:33]=[CH:32][CH:31]=[C:30]([Cl:34])[CH:29]=2)[C@@H:25]([C:35]2[CH:36]=[CH:37][C:38]([Cl:41])=[CH:39][CH:40]=2)[N:24]([C@H:42]([C:43]2[O:45][N:46]=[C:47]([CH:49]3[CH2:51][CH2:50]3)[N:48]=2)[CH2:52][CH3:53])[C:23]1=[O:54])[CH:20]=[CH2:21]. (3) Given the reactants [NH2:1][C:2]1[CH:3]=[CH:4][C:5]([CH3:22])=[C:6]([NH:8][C:9]2[N:10]=[CH:11][C:12]3[N:17]=[C:16]([NH:18][C:19](=[O:21])[CH3:20])[S:15][C:13]=3[N:14]=2)[CH:7]=1.[Cl:23][C:24]1[C:32]([C:33]([C:36]#[N:37])([CH3:35])[CH3:34])=[CH:31][CH:30]=[CH:29][C:25]=1[C:26](O)=[O:27].F[P-](F)(F)(F)(F)F.N1(OC(N(C)C)=[N+](C)C)C2N=CC=CC=2N=N1.C(=O)([O-])O.[Na+], predict the reaction product. The product is: [C:19]([NH:18][C:16]1[S:15][C:13]2[N:14]=[C:9]([NH:8][C:6]3[CH:7]=[C:2]([NH:1][C:26](=[O:27])[C:25]4[CH:29]=[CH:30][CH:31]=[C:32]([C:33]([C:36]#[N:37])([CH3:35])[CH3:34])[C:24]=4[Cl:23])[CH:3]=[CH:4][C:5]=3[CH3:22])[N:10]=[CH:11][C:12]=2[N:17]=1)(=[O:21])[CH3:20]. (4) Given the reactants [Cl:1][C:2]1[CH:7]=[C:6](Cl)[N:5]=[C:4]2[N:9]([CH:12]([CH3:14])[CH3:13])[N:10]=[CH:11][C:3]=12.[Si:15]([O:22][CH:23]([CH2:34][O:35][C:36]1[CH:41]=[CH:40][CH:39]=[C:38](B2OC(C)(C)C(C)(C)O2)[CH:37]=1)[CH2:24][N:25]([CH3:33])[C:26](=[O:32])[O:27][C:28]([CH3:31])([CH3:30])[CH3:29])([C:18]([CH3:21])([CH3:20])[CH3:19])([CH3:17])[CH3:16].C([O-])(O)=O.[Na+], predict the reaction product. The product is: [Si:15]([O:22][CH:23]([CH2:34][O:35][C:36]1[CH:41]=[CH:40][CH:39]=[C:38]([C:6]2[N:5]=[C:4]3[N:9]([CH:12]([CH3:14])[CH3:13])[N:10]=[CH:11][C:3]3=[C:2]([Cl:1])[CH:7]=2)[CH:37]=1)[CH2:24][N:25]([CH3:33])[C:26](=[O:32])[O:27][C:28]([CH3:30])([CH3:31])[CH3:29])([C:18]([CH3:19])([CH3:20])[CH3:21])([CH3:17])[CH3:16]. (5) Given the reactants [CH3:1][C:2]1[CH:3]=[N:4][C:5]([CH2:11][S+:12]([O-:24])[C:13]2[NH:14][C:15]3[CH:16]=[CH:17][C:18]([O:22][CH3:23])=[CH:19][C:20]=3[N:21]=2)=[C:6]([CH3:10])[C:7]=1[O:8][CH3:9].O1CCCC1.[OH-].[Na+:31], predict the reaction product. The product is: [CH3:1][C:2]1[CH:3]=[N:4][C:5]([CH2:11][S+:12]([O-:24])[C:13]2[N-:14][C:15]3[CH:16]=[CH:17][C:18]([O:22][CH3:23])=[CH:19][C:20]=3[N:21]=2)=[C:6]([CH3:10])[C:7]=1[O:8][CH3:9].[Na+:31].